From a dataset of Acute oral toxicity (LD50) regression data from Zhu et al.. Regression/Classification. Given a drug SMILES string, predict its toxicity properties. Task type varies by dataset: regression for continuous values (e.g., LD50, hERG inhibition percentage) or binary classification for toxic/non-toxic outcomes (e.g., AMES mutagenicity, cardiotoxicity, hepatotoxicity). Dataset: ld50_zhu. The drug is C=CCOP(OCC=C)OCC=C. The rat oral LD50 is 3.06, given as -log10 of the dose in mol/kg body weight (higher means more acutely toxic).